From a dataset of M1 muscarinic receptor antagonist screen with 61,756 compounds. Binary Classification. Given a drug SMILES string, predict its activity (active/inactive) in a high-throughput screening assay against a specified biological target. (1) The drug is S(=O)(=O)(N1CCc2c(C1)cc(OC)c(OC)c2)CCC. The result is 0 (inactive). (2) The compound is O(CCN1CCCCC1)C(=O)Cc1ccccc1. The result is 1 (active).